From a dataset of Forward reaction prediction with 1.9M reactions from USPTO patents (1976-2016). Predict the product of the given reaction. Given the reactants FC(F)(F)C1C=CC(CBr)=CC=1.Br[CH2:14][C:15]1[C:16]([CH3:26])=[N:17][O:18][C:19]=1[C:20]1[CH:25]=[CH:24][CH:23]=[CH:22][CH:21]=1.[CH3:27][C:28]1[N:29]=[C:30]([N:38]2[CH2:42][CH2:41][NH:40][C:39]2=[O:43])[S:31][C:32]=1[C:33]([O:35][CH2:36][CH3:37])=[O:34], predict the reaction product. The product is: [CH3:27][C:28]1[N:29]=[C:30]([N:38]2[CH2:42][CH2:41][N:40]([CH2:14][C:15]3[C:16]([CH3:26])=[N:17][O:18][C:19]=3[C:20]3[CH:25]=[CH:24][CH:23]=[CH:22][CH:21]=3)[C:39]2=[O:43])[S:31][C:32]=1[C:33]([O:35][CH2:36][CH3:37])=[O:34].